From a dataset of Catalyst prediction with 721,799 reactions and 888 catalyst types from USPTO. Predict which catalyst facilitates the given reaction. (1) Reactant: [Br:1][C:2]1[CH:3]=[C:4]([C:8]2([CH3:26])[N:13](NCC3C=CC(OC)=CC=3)[CH2:12][N:11]([CH3:24])[C:10](=[O:25])[CH2:9]2)[CH:5]=[CH:6][CH:7]=1.O.[N+:28]([O-])([O-])=O.[Ce].[NH4+].C(=O)(O)[O-].[Na+]. Product: [NH2:28][C:12]1[N:11]([CH3:24])[C:10](=[O:25])[CH2:9][C:8]([C:4]2[CH:5]=[CH:6][CH:7]=[C:2]([Br:1])[CH:3]=2)([CH3:26])[N:13]=1. The catalyst class is: 10. (2) Reactant: [CH2:1]([N:3]1[C:7]([N:8]2[CH2:13][CH2:12][CH2:11][CH:10]([NH2:14])[CH2:9]2)=[N:6][CH:5]=[N:4]1)[CH3:2].CCN(CC)CC.[CH3:22][C:23]([O:26][C:27](O[C:27]([O:26][C:23]([CH3:25])([CH3:24])[CH3:22])=[O:28])=[O:28])([CH3:25])[CH3:24]. Product: [CH2:1]([N:3]1[C:7]([N:8]2[CH2:13][CH2:12][CH2:11][CH:10]([NH:14][C:27](=[O:28])[O:26][C:23]([CH3:25])([CH3:24])[CH3:22])[CH2:9]2)=[N:6][CH:5]=[N:4]1)[CH3:2]. The catalyst class is: 2.